From a dataset of Peptide-MHC class I binding affinity with 185,985 pairs from IEDB/IMGT. Regression. Given a peptide amino acid sequence and an MHC pseudo amino acid sequence, predict their binding affinity value. This is MHC class I binding data. (1) The peptide sequence is WDIKDPSLL. The MHC is HLA-A26:01 with pseudo-sequence HLA-A26:01. The binding affinity (normalized) is 0. (2) The peptide sequence is RQFPTAFEF. The MHC is Mamu-B3901 with pseudo-sequence Mamu-B3901. The binding affinity (normalized) is 0.637. (3) The peptide sequence is GALASCMGL. The binding affinity (normalized) is 0.312. The MHC is HLA-A02:02 with pseudo-sequence HLA-A02:02. (4) The peptide sequence is LQYAIRSVF. The MHC is HLA-B15:02 with pseudo-sequence YYAMYRNISTNTYESNLYIRYDSYTWAELAYLWY. The binding affinity (normalized) is 0.808. (5) The peptide sequence is SSMTIREFPR. The MHC is HLA-A03:01 with pseudo-sequence HLA-A03:01. The binding affinity (normalized) is 0.149.